Predict which catalyst facilitates the given reaction. From a dataset of Catalyst prediction with 721,799 reactions and 888 catalyst types from USPTO. (1) Reactant: C[O:2][C:3](=[O:27])[C:4]1[CH:9]=[CH:8][C:7]([C:10]2[C:15]([C:16]#[C:17][C:18]3[CH:19]=[N:20][C:21]([NH2:24])=[CH:22][CH:23]=3)=[C:14]([CH3:25])[N:13]=[CH:12][N:11]=2)=[CH:6][C:5]=1[F:26].[Li+].[OH-]. Product: [NH2:24][C:21]1[N:20]=[CH:19][C:18]([C:17]#[C:16][C:15]2[C:10]([C:7]3[CH:8]=[CH:9][C:4]([C:3]([OH:27])=[O:2])=[C:5]([F:26])[CH:6]=3)=[N:11][CH:12]=[N:13][C:14]=2[CH3:25])=[CH:23][CH:22]=1. The catalyst class is: 90. (2) Reactant: [CH3:1][C:2]1[CH:10]=[C:9]2[C:5]([CH:6]=[C:7]([CH:20]=[CH:21][C:22]([O:24][CH3:25])=[O:23])[N:8]2S(C2C=CC=CN=2)(=O)=O)=[CH:4][CH:3]=1. Product: [CH3:1][C:2]1[CH:10]=[C:9]2[C:5]([CH:6]=[C:7]([CH2:20][CH2:21][C:22]([O:24][CH3:25])=[O:23])[NH:8]2)=[CH:4][CH:3]=1. The catalyst class is: 191.